This data is from Catalyst prediction with 721,799 reactions and 888 catalyst types from USPTO. The task is: Predict which catalyst facilitates the given reaction. (1) Reactant: [NH:1]1[C:7]2[CH:8]=[CH:9][CH:10]=[CH:11][C:6]=2[CH:5]=[CH:4][CH:3]=[N:2]1.[CH3:12]I.[H-].[Na+]. Product: [CH3:12][N:1]1[C:7]2[CH:8]=[CH:9][CH:10]=[CH:11][C:6]=2[CH:5]=[CH:4][CH:3]=[N:2]1. The catalyst class is: 45. (2) Reactant: [C:1](/[N:3]=[C:4](\SC)/[NH:5][C:6]1[CH:11]=[CH:10][C:9]([C:12]([N:14]2[CH2:19][CH2:18][O:17][CH2:16][CH2:15]2)=[O:13])=[CH:8][CH:7]=1)#[N:2].[NH2:22][NH2:23]. Product: [NH2:2][C:1]1[NH:23][N:22]=[C:4]([NH:5][C:6]2[CH:11]=[CH:10][C:9]([C:12]([N:14]3[CH2:19][CH2:18][O:17][CH2:16][CH2:15]3)=[O:13])=[CH:8][CH:7]=2)[N:3]=1. The catalyst class is: 8. (3) Reactant: [NH2:1][CH2:2][C:3]1[CH:33]=[CH:32][C:6]([CH2:7][N:8]2[CH2:13][CH2:12][CH:11]([N:14]3[C@H:18]([C:19]4[CH:24]=[CH:23][CH:22]=[CH:21][CH:20]=4)[CH2:17][N:16]([CH:25]4[CH2:30][CH2:29][O:28][CH2:27][CH2:26]4)[C:15]3=[O:31])[CH2:10][CH2:9]2)=[CH:5][CH:4]=1.[C:34]1([N:40]=[C:41]=[O:42])[CH:39]=[CH:38][CH:37]=[CH:36][CH:35]=1. Product: [O:31]=[C:15]1[N:16]([CH:25]2[CH2:26][CH2:27][O:28][CH2:29][CH2:30]2)[CH2:17][C@@H:18]([C:19]2[CH:24]=[CH:23][CH:22]=[CH:21][CH:20]=2)[N:14]1[CH:11]1[CH2:10][CH2:9][N:8]([CH2:7][C:6]2[CH:32]=[CH:33][C:3]([CH2:2][NH:1][C:41]([NH:40][C:34]3[CH:39]=[CH:38][CH:37]=[CH:36][CH:35]=3)=[O:42])=[CH:4][CH:5]=2)[CH2:13][CH2:12]1. The catalyst class is: 32. (4) Reactant: [CH3:1][O:2][C:3]1[CH:8]=[CH:7][C:6]([C:9]([NH:24][C:25]2[O:26][CH2:27][C:28]([F:41])([F:40])[C@:29]([C:32]3[C:37]([F:38])=[CH:36][CH:35]=[C:34](Br)[N:33]=3)([CH3:31])[N:30]=2)([C:16]2[CH:21]=[CH:20][C:19]([O:22][CH3:23])=[CH:18][CH:17]=2)[C:10]2[CH:15]=[CH:14][CH:13]=[CH:12][CH:11]=2)=[CH:5][CH:4]=1.[NH3:42].C(O)CO.CO. Product: [NH2:42][C:34]1[N:33]=[C:32]([C@:29]2([CH3:31])[C:28]([F:41])([F:40])[CH2:27][O:26][C:25]([NH:24][C:9]([C:16]3[CH:21]=[CH:20][C:19]([O:22][CH3:23])=[CH:18][CH:17]=3)([C:6]3[CH:7]=[CH:8][C:3]([O:2][CH3:1])=[CH:4][CH:5]=3)[C:10]3[CH:15]=[CH:14][CH:13]=[CH:12][CH:11]=3)=[N:30]2)[C:37]([F:38])=[CH:36][CH:35]=1. The catalyst class is: 13. (5) Reactant: C(OC(=O)[NH:7][CH2:8][C:9]1[CH:14]=[C:13]([C:15]2[N:16]=[N:17][NH:18][N:19]=2)[CH:12]=[C:11]([Cl:20])[C:10]=1[F:21])(C)(C)C.Cl. Product: [ClH:20].[Cl:20][C:11]1[C:10]([F:21])=[C:9]([CH:14]=[C:13]([C:15]2[N:16]=[N:17][NH:18][N:19]=2)[CH:12]=1)[CH2:8][NH2:7]. The catalyst class is: 12.